This data is from NCI-60 drug combinations with 297,098 pairs across 59 cell lines. The task is: Regression. Given two drug SMILES strings and cell line genomic features, predict the synergy score measuring deviation from expected non-interaction effect. (1) Drug 1: CN(C)C1=NC(=NC(=N1)N(C)C)N(C)C. Drug 2: CC1C(C(CC(O1)OC2CC(OC(C2O)C)OC3=CC4=CC5=C(C(=O)C(C(C5)C(C(=O)C(C(C)O)O)OC)OC6CC(C(C(O6)C)O)OC7CC(C(C(O7)C)O)OC8CC(C(C(O8)C)O)(C)O)C(=C4C(=C3C)O)O)O)O. Cell line: OVCAR-5. Synergy scores: CSS=-2.73, Synergy_ZIP=1.56, Synergy_Bliss=3.96, Synergy_Loewe=-0.0135, Synergy_HSA=0.198. (2) Drug 1: C1CCN(CC1)CCOC2=CC=C(C=C2)C(=O)C3=C(SC4=C3C=CC(=C4)O)C5=CC=C(C=C5)O. Drug 2: C1CCC(C(C1)N)N.C(=O)(C(=O)[O-])[O-].[Pt+4]. Cell line: M14. Synergy scores: CSS=4.38, Synergy_ZIP=2.82, Synergy_Bliss=4.64, Synergy_Loewe=2.70, Synergy_HSA=1.60. (3) Drug 1: CC1C(C(CC(O1)OC2CC(CC3=C2C(=C4C(=C3O)C(=O)C5=C(C4=O)C(=CC=C5)OC)O)(C(=O)C)O)N)O.Cl. Drug 2: CCN(CC)CCCC(C)NC1=C2C=C(C=CC2=NC3=C1C=CC(=C3)Cl)OC. Cell line: NCIH23. Synergy scores: CSS=28.6, Synergy_ZIP=-11.2, Synergy_Bliss=-5.18, Synergy_Loewe=-4.29, Synergy_HSA=-1.78. (4) Drug 1: CN1C(=O)N2C=NC(=C2N=N1)C(=O)N. Drug 2: C1=NC2=C(N1)C(=S)N=CN2. Cell line: PC-3. Synergy scores: CSS=22.9, Synergy_ZIP=-4.25, Synergy_Bliss=-1.53, Synergy_Loewe=-8.56, Synergy_HSA=-0.118.